Dataset: Full USPTO retrosynthesis dataset with 1.9M reactions from patents (1976-2016). Task: Predict the reactants needed to synthesize the given product. (1) Given the product [Br:17][C:13]1[C:11]2[N:12]=[C:7]([C:4]3[CH:3]=[CH:2][N:1]=[CH:6][CH:5]=3)[N:8]=[C:9]([OH:16])[C:10]=2[S:15][CH:14]=1, predict the reactants needed to synthesize it. The reactants are: [N:1]1[CH:6]=[CH:5][C:4]([C:7]2[N:8]=[C:9]([OH:16])[C:10]3[S:15][CH:14]=[CH:13][C:11]=3[N:12]=2)=[CH:3][CH:2]=1.[Br:17]Br. (2) Given the product [CH2:20]([O:19][C:17]([C:2]1[O:3][CH:4]=[C:5]([C:7]([O:9][CH2:10][CH3:11])=[O:8])[N:6]=1)=[CH2:18])[CH3:21], predict the reactants needed to synthesize it. The reactants are: Cl[C:2]1[O:3][CH:4]=[C:5]([C:7]([O:9][CH2:10][CH3:11])=[O:8])[N:6]=1.C([Sn](CCCC)(CCCC)[C:17]([O:19][CH2:20][CH3:21])=[CH2:18])CCC. (3) Given the product [CH3:11][N:12]([CH3:14])[CH:13]=[N:4][C:3]1[CH:5]=[CH:6][CH:7]=[CH:8][C:2]=1[Cl:1], predict the reactants needed to synthesize it. The reactants are: [Cl:1][C:2]1[CH:8]=[CH:7][CH:6]=[CH:5][C:3]=1[NH2:4].CO[CH:11](OC)[N:12]([CH3:14])[CH3:13]. (4) Given the product [CH3:8]/[C:7](/[CH2:6][CH2:5][CH:4]=[C:2]([CH3:3])[CH3:1])=[CH:9]\[CH2:10][C:13]1[C:12]([OH:24])=[CH:23][C:17]([CH2:18][CH2:19][CH2:20][CH2:21][CH3:22])=[CH:16][C:14]=1[OH:15], predict the reactants needed to synthesize it. The reactants are: [CH3:1][C:2](=[CH:4][CH2:5][CH2:6]/[C:7](=[CH:9]/[CH2:10]O)/[CH3:8])[CH3:3].[C:12]1([OH:24])[CH:23]=[C:17]([CH2:18][CH2:19][CH2:20][CH2:21][CH3:22])[CH:16]=[C:14]([OH:15])[CH:13]=1. (5) The reactants are: [C:1]([O:5][C:6]([C:8]1[CH:13]=[CH:12][C:11]([CH2:14][C:15](O)=[O:16])=[CH:10][CH:9]=1)=[O:7])([CH3:4])([CH3:3])[CH3:2].O=O.[Cl-].[NH4+]. Given the product [OH:16][CH2:15][CH2:14][C:11]1[CH:12]=[CH:13][C:8]([C:6]([O:5][C:1]([CH3:2])([CH3:4])[CH3:3])=[O:7])=[CH:9][CH:10]=1, predict the reactants needed to synthesize it. (6) Given the product [CH3:1][C:2]1[CH:3]=[C:4]([CH3:12])[C:5]2[N:6]([CH:8]=[CH:9][N:10]=2)[CH:7]=1, predict the reactants needed to synthesize it. The reactants are: [CH3:1][C:2]1[CH:3]=[C:4](Br)[C:5]2[N:6]([CH:8]=[CH:9][N:10]=2)[CH:7]=1.[CH3:12][Sn](C)(C)C.